This data is from Forward reaction prediction with 1.9M reactions from USPTO patents (1976-2016). The task is: Predict the product of the given reaction. (1) Given the reactants [C:1]1([C:17]2[CH:22]=[CH:21][CH:20]=[CH:19][CH:18]=2)[CH:6]=[CH:5][CH:4]=[CH:3][C:2]=1[O:7][CH2:8][CH2:9][CH2:10][CH2:11][CH2:12][CH2:13][CH2:14][CH2:15][OH:16].C1(C)C=CC(S(O)(=O)=O)=CC=1.[C:34](O)(=[O:37])[CH:35]=[CH2:36].C1(C=CC(O)=CC=1)O.COC1C=CC(O)=CC=1.C([O-])(=O)C=C, predict the reaction product. The product is: [C:1]1([C:17]2[CH:22]=[CH:21][CH:20]=[CH:19][CH:18]=2)[CH:6]=[CH:5][CH:4]=[CH:3][C:2]=1[O:7][CH2:8][CH2:9][CH2:10][CH2:11][CH2:12][CH2:13][CH2:14][CH2:15][O:16][C:34](=[O:37])[CH:35]=[CH2:36]. (2) Given the reactants Br[C:2]1[CH:3]=[CH:4][C:5]2[N:6]([CH:21]=1)[C:7](=[O:20])[CH:8]=[C:9]([C:11]1[CH:16]=[CH:15][C:14]([O:17][CH3:18])=[C:13]([F:19])[CH:12]=1)[N:10]=2.[CH3:22][NH:23][C@@H:24]1[CH2:28][CH2:27][N:26]([C:29]([O:31][C:32]([CH3:35])([CH3:34])[CH3:33])=[O:30])[CH2:25]1.C1(P(C2CCCCC2)C2C=CC=CC=2C2C(OC)=CC=CC=2OC)CCCCC1.C([O-])([O-])=O.[Cs+].[Cs+], predict the reaction product. The product is: [F:19][C:13]1[CH:12]=[C:11]([C:9]2[N:10]=[C:5]3[CH:4]=[CH:3][C:2]([N:23]([CH3:22])[C@@H:24]4[CH2:28][CH2:27][N:26]([C:29]([O:31][C:32]([CH3:34])([CH3:33])[CH3:35])=[O:30])[CH2:25]4)=[CH:21][N:6]3[C:7](=[O:20])[CH:8]=2)[CH:16]=[CH:15][C:14]=1[O:17][CH3:18]. (3) The product is: [Cl:1][C:2]1[N:3]=[C:4]([C:15]2[CH:16]=[N:17][CH:18]=[CH:19][CH:20]=2)[S:5][C:6]=1[N:7]([CH2:28][CH3:29])[C:8](=[O:14])[CH:9]([CH3:13])[CH2:10][S:11][CH3:12]. Given the reactants [Cl:1][C:2]1[N:3]=[C:4]([C:15]2[CH:16]=[N:17][CH:18]=[CH:19][CH:20]=2)[S:5][C:6]=1[NH:7][C:8](=[O:14])[CH:9]([CH3:13])[CH2:10][S:11][CH3:12].C(=O)([O-])[O-].[Cs+].[Cs+].I[CH2:28][CH3:29].O, predict the reaction product. (4) The product is: [CH3:28][S:29]([O:12][C@H:10]1[CH2:11][N:8]([CH:7]([C:1]2[CH:2]=[CH:3][CH:4]=[CH:5][CH:6]=2)[C:15]2[CH:16]=[CH:17][CH:18]=[CH:19][CH:20]=2)[C@H:9]1[CH2:13][CH3:14])(=[O:31])=[O:30]. Given the reactants [C:1]1([CH:7]([C:15]2[CH:20]=[CH:19][CH:18]=[CH:17][CH:16]=2)[N:8]2[CH2:11][C@H:10]([OH:12])[C@@H:9]2[CH2:13][CH3:14])[CH:6]=[CH:5][CH:4]=[CH:3][CH:2]=1.C(N(CC)CC)C.[CH3:28][S:29](Cl)(=[O:31])=[O:30], predict the reaction product.